From a dataset of Catalyst prediction with 721,799 reactions and 888 catalyst types from USPTO. Predict which catalyst facilitates the given reaction. Reactant: [CH3:1][C:2]1[O:3][C:4]([C:13]2[CH:18]=[CH:17][CH:16]=[CH:15][CH:14]=2)=[CH:5][C:6](=[C:8]([C:11]#[N:12])[C:9]#[N:10])[CH:7]=1.[C:19]1([CH:25]2[N:29]([C:30]3[CH:37]=[CH:36][C:33]([CH:34]=O)=[CH:32][CH:31]=3)[N:28]=[C:27]([C:38]3[C:51]4[C:52]5=[C:53]6[C:48](=[CH:49][CH:50]=4)[CH:47]=[CH:46][CH:45]=[C:44]6[CH:43]=[CH:42][C:41]5=[CH:40][CH:39]=3)[CH2:26]2)[CH:24]=[CH:23][CH:22]=[CH:21][CH:20]=1.N1CCCCC1. Product: [C:13]1([C:4]2[O:3][C:2]([CH:1]=[CH:34][C:33]3[CH:36]=[CH:37][C:30]([N:29]4[CH:25]([C:19]5[CH:20]=[CH:21][CH:22]=[CH:23][CH:24]=5)[CH2:26][C:27]([C:38]5[C:51]6[C:52]7=[C:53]8[C:48](=[CH:49][CH:50]=6)[CH:47]=[CH:46][CH:45]=[C:44]8[CH:43]=[CH:42][C:41]7=[CH:40][CH:39]=5)=[N:28]4)=[CH:31][CH:32]=3)=[CH:7][C:6](=[C:8]([C:11]#[N:12])[C:9]#[N:10])[CH:5]=2)[CH:14]=[CH:15][CH:16]=[CH:17][CH:18]=1. The catalyst class is: 8.